This data is from Retrosynthesis with 50K atom-mapped reactions and 10 reaction types from USPTO. The task is: Predict the reactants needed to synthesize the given product. (1) Given the product O=C(O)/C=C\C(=O)O, predict the reactants needed to synthesize it. The reactants are: COc1ccc(C(=O)O)c(OC)c1OC.OCCN1CCNCC1. (2) Given the product CC(C)(C)Cc1ccc(CC(C(=O)O)C(O)c2cccc(Cl)c2)cc1, predict the reactants needed to synthesize it. The reactants are: CCOC(=O)C(Cc1ccc(CC(C)(C)C)cc1)C(O)c1cccc(Cl)c1. (3) The reactants are: C[C@H](N)c1nc2cccc(-c3cnn(C)c3)c2c(=O)n1C1CC1.Cc1noc(-c2c(N)ncnc2Cl)n1. Given the product Cc1noc(-c2c(N)ncnc2N[C@@H](C)c2nc3cccc(-c4cnn(C)c4)c3c(=O)n2C2CC2)n1, predict the reactants needed to synthesize it.